This data is from Forward reaction prediction with 1.9M reactions from USPTO patents (1976-2016). The task is: Predict the product of the given reaction. (1) Given the reactants [CH2:1]([C:3]1[CH:12]=[C:11]([C:13]2[S:14][CH:15]=[CH:16][N:17]=2)[CH:10]=[CH:9][C:4]=1[C:5]([O:7]C)=[O:6])[CH3:2].[OH-].[K+], predict the reaction product. The product is: [CH2:1]([C:3]1[CH:12]=[C:11]([C:13]2[S:14][CH:15]=[CH:16][N:17]=2)[CH:10]=[CH:9][C:4]=1[C:5]([OH:7])=[O:6])[CH3:2]. (2) Given the reactants [CH3:1][C@@H:2]1[C@H:19]([OH:20])[C@@H:18]([CH3:21])[C:16](=[O:17])[C:15]([CH3:23])([CH3:22])[C@@H:14]([OH:24])[CH2:13][C:11](=[O:12])[O:10][C@H:9](/[C:25](/[CH3:33])=[CH:26]/[C:27]2[N:31]=[C:30]([CH3:32])[S:29][CH:28]=2)[CH2:8][CH:7]=[C:6]([CH3:34])[CH2:5][CH2:4][CH2:3]1.CC1(C)O[O:37]1, predict the reaction product. The product is: [CH3:1][C@@H:2]1[C@H:19]([OH:20])[C@@H:18]([CH3:21])[C:16](=[O:17])[C:15]([CH3:22])([CH3:23])[C@@H:14]([OH:24])[CH2:13][C:11](=[O:12])[O:10][C@H:9](/[C:25](/[CH3:33])=[CH:26]/[C:27]2[N:31]=[C:30]([CH3:32])[S:29][CH:28]=2)[CH2:8][C@@H:7]2[O:37][C@:6]2([CH3:34])[CH2:5][CH2:4][CH2:3]1. (3) Given the reactants C([N:3]([CH2:6]C)CC)C.[CH2:8]([O:10][C:11]([C:13]1([C:16]2[CH:21]=[CH:20][C:19]([C:22]3[CH:27]=[CH:26][C:25]([C:28]4[O:32][N:31]=[C:30]([CH3:33])[C:29]=4C(O)=O)=[CH:24][CH:23]=3)=[CH:18][CH:17]=2)[CH2:15][CH2:14]1)=[O:12])[CH3:9].C1(P(N=[N+]=[N-])(C2C=CC=CC=2)=[O:44])C=CC=CC=1.[C:54]1([CH2:62][OH:63])[CH:59]=[CH:58][CH:57]=[C:56]([CH2:60][OH:61])[CH:55]=1, predict the reaction product. The product is: [OH:61][CH2:60][C:56]1[CH:55]=[C:54]([CH:59]=[CH:58][CH:57]=1)[CH2:62][O:63][C:6]([NH:3][C:29]1[C:30]([CH3:33])=[N:31][O:32][C:28]=1[C:25]1[CH:24]=[CH:23][C:22]([C:19]2[CH:20]=[CH:21][C:16]([C:13]3([C:11]([O:10][CH2:8][CH3:9])=[O:12])[CH2:15][CH2:14]3)=[CH:17][CH:18]=2)=[CH:27][CH:26]=1)=[O:44]. (4) Given the reactants [NH2:1][C:2]1[N:13]=[CH:12][C:11]([Br:14])=[CH:10][C:3]=1[C:4](N(OC)C)=[O:5].[CH3:15][O:16][C:17]1[CH:22]=[CH:21][CH:20]=[CH:19][C:18]=1[Mg]Br, predict the reaction product. The product is: [NH2:1][C:2]1[C:3]([C:4]([C:18]2[CH:19]=[CH:20][CH:21]=[CH:22][C:17]=2[O:16][CH3:15])=[O:5])=[CH:10][C:11]([Br:14])=[CH:12][N:13]=1. (5) Given the reactants Cl[C:2]1[CH:7]=[C:6]([NH:8][C:9]2[CH:19]=[CH:18][CH:17]=[CH:16][C:10]=2[C:11]([NH:13][O:14][CH3:15])=[O:12])[C:5]([Cl:20])=[CH:4][N:3]=1.[CH3:21][C:22]1[CH:23]=[N:24][N:25]([CH:28]([CH3:30])[CH3:29])[C:26]=1[NH2:27].C(=O)([O-])[O-].[Cs+].[Cs+].C1C=CC(P(C2C(C3C(P(C4C=CC=CC=4)C4C=CC=CC=4)=CC=C4C=3C=CC=C4)=C3C(C=CC=C3)=CC=2)C2C=CC=CC=2)=CC=1, predict the reaction product. The product is: [Cl:20][C:5]1[C:6]([NH:8][C:9]2[CH:19]=[CH:18][CH:17]=[CH:16][C:10]=2[C:11]([NH:13][O:14][CH3:15])=[O:12])=[CH:7][C:2]([NH:27][C:26]2[N:25]([CH:28]([CH3:30])[CH3:29])[N:24]=[CH:23][C:22]=2[CH3:21])=[N:3][CH:4]=1. (6) Given the reactants [NH2:1][C:2]1[C:3]([C:9]([OH:11])=O)=[N:4][C:5]([Br:8])=[CH:6][N:7]=1.[NH2:12][C:13]1[CH:14]=[N:15][CH:16]=[CH:17][CH:18]=1.C(N(CC)CC)C.CN(C(ON1N=NC2C=CC=NC1=2)=[N+](C)C)C.F[P-](F)(F)(F)(F)F, predict the reaction product. The product is: [NH2:1][C:2]1[C:3]([C:9]([NH:12][C:13]2[CH:14]=[N:15][CH:16]=[CH:17][CH:18]=2)=[O:11])=[N:4][C:5]([Br:8])=[CH:6][N:7]=1. (7) Given the reactants [NH2:1][CH2:2][C@H:3]1[C@H:7]([C:8]2[C:9]([O:28]C)=[CH:10][C:11]([O:26]C)=[C:12]3[C:17]=2[O:16][C:15]([C:18]2[CH:23]=[CH:22][CH:21]=[CH:20][C:19]=2[Cl:24])=[CH:14][C:13]3=[O:25])[CH2:6][CH2:5][N:4]1[CH3:30].Cl.N1C=CC=CC=1, predict the reaction product. The product is: [NH2:1][CH2:2][C@H:3]1[C@H:7]([C:8]2[C:9]([OH:28])=[CH:10][C:11]([OH:26])=[C:12]3[C:17]=2[O:16][C:15]([C:18]2[CH:23]=[CH:22][CH:21]=[CH:20][C:19]=2[Cl:24])=[CH:14][C:13]3=[O:25])[CH2:6][CH2:5][N:4]1[CH3:30]. (8) Given the reactants FC(F)(F)C(O)=O.[F:8][C:9]1[C:10]([CH2:23][C:24](=O)[CH3:25])=[C:11]([NH:15]C(=O)OC(C)(C)C)[CH:12]=[CH:13][CH:14]=1.C(=O)([O-])O.[Na+], predict the reaction product. The product is: [F:8][C:9]1[CH:14]=[CH:13][CH:12]=[C:11]2[C:10]=1[CH:23]=[C:24]([CH3:25])[NH:15]2. (9) Given the reactants [Cl:1][C:2]1[CH:3]=[C:4]([CH:18]=[C:19]([N:21]([S:29]([CH3:32])(=[O:31])=[O:30])[CH2:22][C:23]2[CH:28]=[CH:27][CH:26]=[CH:25][N:24]=2)[CH:20]=1)[C:5]([NH:7][CH2:8][C:9]1[CH:14]=[CH:13][C:12]([C:15]#[N:16])=[CH:11][C:10]=1[OH:17])=[O:6].C(=O)([O-])[O-].[Cs+].[Cs+].I[CH2:40][C:41]([NH2:43])=[O:42], predict the reaction product. The product is: [C:41]([CH2:40][O:17][C:10]1[CH:11]=[C:12]([C:15]#[N:16])[CH:13]=[CH:14][C:9]=1[CH2:8][NH:7][C:5](=[O:6])[C:4]1[CH:18]=[C:19]([N:21]([S:29]([CH3:32])(=[O:31])=[O:30])[CH2:22][C:23]2[CH:28]=[CH:27][CH:26]=[CH:25][N:24]=2)[CH:20]=[C:2]([Cl:1])[CH:3]=1)(=[O:42])[NH2:43].